Task: Predict the reactants needed to synthesize the given product.. Dataset: Full USPTO retrosynthesis dataset with 1.9M reactions from patents (1976-2016) (1) Given the product [C:51]([O:50][C:49](=[O:55])[NH:48][C@@H:41]1[CH2:42][CH2:43][CH2:44][C:45]([F:47])([F:46])[C@@H:40]1[NH:39][C:9]([C:4]1[S:5][C:6]([CH2:7][CH3:8])=[C:2]([Br:1])[CH:3]=1)=[O:11])([CH3:54])([CH3:52])[CH3:53], predict the reactants needed to synthesize it. The reactants are: [Br:1][C:2]1[CH:3]=[C:4]([C:9]([OH:11])=O)[S:5][C:6]=1[CH2:7][CH3:8].F[P-](F)(F)(F)(F)F.N1(O[P+](N(C)C)(N(C)C)N(C)C)C2C=CC=CC=2N=N1.[NH2:39][C@H:40]1[C:45]([F:47])([F:46])[CH2:44][CH2:43][CH2:42][C@H:41]1[NH:48][C:49](=[O:55])[O:50][C:51]([CH3:54])([CH3:53])[CH3:52].C(N(C(C)C)CC)(C)C. (2) Given the product [CH2:2]([NH:6][S:7]([C:10]1[CH:17]=[CH:16][C:13]([CH:14]=[C:27]2[CH2:28][CH2:29][N:24]([S:21]([CH3:20])(=[O:23])=[O:22])[CH2:25][CH2:26]2)=[CH:12][CH:11]=1)(=[O:9])=[O:8])[CH:3]([CH3:5])[CH3:4], predict the reactants needed to synthesize it. The reactants are: [Br-].[CH2:2]([NH:6][S:7]([C:10]1[CH:17]=[CH:16][C:13]([CH2:14][PH3+])=[CH:12][CH:11]=1)(=[O:9])=[O:8])[CH:3]([CH3:5])[CH3:4].[H-].[Na+].[CH3:20][S:21]([N:24]1[CH2:29][CH2:28][C:27](=O)[CH2:26][CH2:25]1)(=[O:23])=[O:22]. (3) Given the product [OH:1][C:2]1[CH:9]=[C:8]([O:10][C:12]2[CH:17]=[CH:16][C:15]([N+:18]([O-:20])=[O:19])=[CH:14][N:13]=2)[CH:7]=[CH:6][C:3]=1[C:4]#[N:5], predict the reactants needed to synthesize it. The reactants are: [OH:1][C:2]1[CH:9]=[C:8]([OH:10])[CH:7]=[CH:6][C:3]=1[C:4]#[N:5].Cl[C:12]1[CH:17]=[CH:16][C:15]([N+:18]([O-:20])=[O:19])=[CH:14][N:13]=1.C([O-])([O-])=O.[K+].[K+].Cl. (4) Given the product [CH:18]1[C:19]2[CH:20]([O:22][C:23](=[O:104])[N:24]([CH3:103])[C@@H:25]([CH:100]([CH3:101])[CH3:102])[C:26]([NH:28][C@@H:29]([CH3:99])[C:30]([NH:32][C:33]3[CH:38]=[CH:37][C:36]([C:39]4[CH2:40][CH:41]5[CH:47]=[N:46][C:45]6[CH:57]=[C:58]([O:63][CH2:64][CH2:65][CH2:66][O:67][C:68]7[C:69]([O:95][CH3:96])=[CH:70][C:71]8[C:77](=[O:78])[N:76]9[CH:79]=[C:80]([CH:82]%10[CH2:84][CH2:83]%10)[CH2:81][CH:75]9[CH:74]=[N:73][C:72]=8[CH:94]=7)[C:59]([O:61][CH3:62])=[CH:60][C:44]=6[C:43](=[O:97])[N:42]5[CH:98]=4)=[CH:35][CH:34]=3)=[O:31])=[O:27])[C:21]3[C:13](=[CH:12][CH:11]=[CH:10][CH:9]=3)[C:14]=2[CH:15]=[CH:16][CH:17]=1, predict the reactants needed to synthesize it. The reactants are: [Li+].[B-](CC)(CC)CC.[CH:9]1[C:21]2[CH:20]([O:22][C:23](=[O:104])[N:24]([CH3:103])[C@@H:25]([CH:100]([CH3:102])[CH3:101])[C:26]([NH:28][C@@H:29]([CH3:99])[C:30]([NH:32][C:33]3[CH:38]=[CH:37][C:36]([C:39]4[CH2:40][CH:41]5[C:47](=O)[N:46](COCC[Si](C)(C)C)[C:45]6[CH:57]=[C:58]([O:63][CH2:64][CH2:65][CH2:66][O:67][C:68]7[C:69]([O:95][CH3:96])=[CH:70][C:71]8[C:77](=[O:78])[N:76]9[CH:79]=[C:80]([CH:82]%10[CH2:84][CH2:83]%10)[CH2:81][CH:75]9[C:74](=O)[N:73](COCC[Si](C)(C)C)[C:72]=8[CH:94]=7)[C:59]([O:61][CH3:62])=[CH:60][C:44]=6[C:43](=[O:97])[N:42]5[CH:98]=4)=[CH:35][CH:34]=3)=[O:31])=[O:27])[C:19]3[C:14](=[CH:15][CH:16]=[CH:17][CH:18]=3)[C:13]=2[CH:12]=[CH:11][CH:10]=1. (5) Given the product [CH3:20][C:16]1[CH:15]=[C:14]([N:9]2[CH:10]=[CH:11][C:12](=[O:13])[C:7]([C:5]3[N:28]([C:22]4[CH:27]=[CH:26][CH:25]=[CH:24][CH:23]=4)[N:2]=[CH:3][CH:4]=3)=[N:8]2)[CH:19]=[CH:18][CH:17]=1, predict the reactants needed to synthesize it. The reactants are: C[N:2](C)[CH:3]=[CH:4][C:5]([C:7]1[C:12](=[O:13])[CH:11]=[CH:10][N:9]([C:14]2[CH:19]=[CH:18][CH:17]=[C:16]([CH3:20])[CH:15]=2)[N:8]=1)=O.[C:22]1([NH:28]N)[CH:27]=[CH:26][CH:25]=[CH:24][CH:23]=1. (6) The reactants are: C1(P(C2C=CC=CC=2)C2C3[O:20][C:19]4[C:14](=[CH:15][CH:16]=[CH:17][C:18]=4P(C4C=CC=CC=4)C4C=CC=CC=4)C(C)(C)C=3C=CC=2)C=CC=CC=1.[C:43](=[O:46])([O-])[O-:44].[Cs+].[Cs+].Cl[C:50]1[N:55]([CH2:56][C:57]2[CH:62]=[CH:61][C:60]([Cl:63])=[CH:59][CH:58]=2)[C:54](=[O:64])[N:53]([CH2:65][CH3:66])[C:52](=[O:67])[CH:51]=1.COC(C1C=C(C=CC=1)O[NH:76][C:77]1[CH:82]=[CH:81][CH:80]=[CH:79][CH:78]=1)=O.O1CCOC[CH2:87]1. Given the product [Cl:63][C:60]1[CH:61]=[CH:62][C:57]([CH2:56][N:55]2[C:50]([NH:76][C:77]3[CH:78]=[CH:79][C:80]([O:20][C:19]4[CH:14]=[CH:15][CH:16]=[C:17]([C:43]([O:44][CH3:87])=[O:46])[CH:18]=4)=[CH:81][CH:82]=3)=[CH:51][C:52](=[O:67])[N:53]([CH2:65][CH3:66])[C:54]2=[O:64])=[CH:58][CH:59]=1, predict the reactants needed to synthesize it.